From a dataset of Catalyst prediction with 721,799 reactions and 888 catalyst types from USPTO. Predict which catalyst facilitates the given reaction. (1) Product: [CH3:27][O:12][C:11]([CH:9]1[O:8][C:7]([CH:20]2[CH2:21][CH2:22][CH2:23][CH2:24][CH2:25]2)([CH:14]2[CH2:19][CH2:18][CH2:17][CH2:16][CH2:15]2)[C:6]2[CH:26]=[C:2]([Cl:1])[CH:3]=[CH:4][C:5]=2[O:10]1)=[O:13]. The catalyst class is: 5. Reactant: [Cl:1][C:2]1[CH:3]=[CH:4][C:5]2[O:10][CH:9]([C:11]([OH:13])=[O:12])[O:8][C:7]([CH:20]3[CH2:25][CH2:24][CH2:23][CH2:22][CH2:21]3)([CH:14]3[CH2:19][CH2:18][CH2:17][CH2:16][CH2:15]3)[C:6]=2[CH:26]=1.[C:27]1(C)C=CC(S(O)(=O)=O)=CC=1.C(=O)(O)[O-].[Na+]. (2) Reactant: [NH2:1][C@H:2]1[C@@H:7]([NH:8][C:9]([C:11]2[NH:12][C:13]([CH3:18])=[C:14]([Cl:17])[C:15]=2[Cl:16])=[O:10])[CH2:6][CH2:5][N:4]([C:19]2[S:20][C:21]([C:24]([O:26][CH3:27])=[O:25])=[CH:22][N:23]=2)[CH2:3]1.Cl[CH:29](Cl)[C:30](=[N:32][NH:33]S(C1C=CC(C)=CC=1)(=O)=O)[CH3:31].CCN(C(C)C)C(C)C. Product: [Cl:16][C:15]1[C:14]([Cl:17])=[C:13]([CH3:18])[NH:12][C:11]=1[C:9]([NH:8][C@H:7]1[CH2:6][CH2:5][N:4]([C:19]2[S:20][C:21]([C:24]([O:26][CH3:27])=[O:25])=[CH:22][N:23]=2)[CH2:3][C@H:2]1[N:1]1[CH:29]=[C:30]([CH3:31])[N:32]=[N:33]1)=[O:10]. The catalyst class is: 49. (3) Reactant: [F:1][C:2]1[CH:7]=[C:6]([F:8])[CH:5]=[CH:4][C:3]=1[N:9]1[C:16]2[C@H:15]3[CH2:17][C@H:14]3[CH2:13][C:12]=2[C:11]([C:18]([OH:20])=O)=[N:10]1.CN(C(O[N:29]1N=N[C:31]2[CH:32]=[CH:33][CH:34]=[N:35][C:30]1=2)=[N+](C)C)C.F[P-](F)(F)(F)(F)F.CCN(CC)CC.N1C=CC=CC=1N. Product: [N:35]1[CH:34]=[CH:33][CH:32]=[CH:31][C:30]=1[NH:29][C:18]([C:11]1[C:12]2[CH2:13][C@@H:14]3[CH2:17][C@@H:15]3[C:16]=2[N:9]([C:3]2[CH:4]=[CH:5][C:6]([F:8])=[CH:7][C:2]=2[F:1])[N:10]=1)=[O:20]. The catalyst class is: 3. (4) Reactant: [N+](=[CH:3][C:4]([C@@H:6]1[CH2:10][CH2:9][CH2:8][N:7]1[C:11](=[O:21])[C@@H:12]([NH:16][C:17](=[O:20])[O:18][CH3:19])[CH:13]([CH3:15])[CH3:14])=[O:5])=[N-].[BrH:22]. Product: [Br:22][CH2:3][C:4]([C@@H:6]1[CH2:10][CH2:9][CH2:8][N:7]1[C:11](=[O:21])[C@@H:12]([NH:16][C:17](=[O:20])[O:18][CH3:19])[CH:13]([CH3:15])[CH3:14])=[O:5]. The catalyst class is: 52. (5) Reactant: [OH:1][N:2]=[C:3](Cl)[C:4]1[CH:15]=[CH:14][C:7]2[B:8]([OH:13])[O:9][C:10]([CH3:12])([CH3:11])[C:6]=2[CH:5]=1.[Cl:17][C:18]1[CH:23]=[C:22]([C:24]([C:26]([F:29])([F:28])[F:27])=[CH2:25])[CH:21]=[C:20]([Cl:30])[CH:19]=1. The catalyst class is: 3. Product: [Cl:17][C:18]1[CH:23]=[C:22]([C:24]2([C:26]([F:29])([F:27])[F:28])[O:1][N:2]=[C:3]([C:4]3[CH:15]=[CH:14][C:7]4[B:8]([OH:13])[O:9][C:10]([CH3:12])([CH3:11])[C:6]=4[CH:5]=3)[CH2:25]2)[CH:21]=[C:20]([Cl:30])[CH:19]=1. (6) Reactant: F[B-](F)(F)F.[C:6]1(=[O:20])[N:10](OC(N(C)C)=[N+](C)C)[C:9](=[O:19])[CH2:8][CH2:7]1.[C:21]([C:24]1[CH:25]=[CH:26][C:27]([O:33][CH2:34][CH2:35][CH2:36][N:37]=[N+:38]=[N-:39])=[C:28]([CH:32]=1)[C:29]([OH:31])=[O:30])(=[O:23])[CH3:22].C(N(CC)CC)C.S([O-])(O)(=O)=O.[Na+]. Product: [O:19]=[C:9]1[CH2:8][CH2:7][C:6](=[O:20])[N:10]1[O:30][C:29](=[O:31])[C:28]1[CH:32]=[C:24]([C:21](=[O:23])[CH3:22])[CH:25]=[CH:26][C:27]=1[O:33][CH2:34][CH2:35][CH2:36][N:37]=[N+:38]=[N-:39]. The catalyst class is: 9. (7) Reactant: F[C:2]1[CH:7]=[CH:6][CH:5]=[C:4]([F:8])[N:3]=1.[C-:9]#[N:10].[Na+]. Product: [C:9]([C:2]1[CH:7]=[CH:6][CH:5]=[C:4]([F:8])[N:3]=1)#[N:10]. The catalyst class is: 197.